From a dataset of Forward reaction prediction with 1.9M reactions from USPTO patents (1976-2016). Predict the product of the given reaction. (1) Given the reactants [CH3:1][C:2]1[O:6][N:5]=[C:4]([C:7]2[CH:17]=[CH:16][C:10]3[CH2:11][CH2:12][NH:13][CH2:14][CH2:15][C:9]=3[CH:8]=2)[CH:3]=1.[Cl:18][CH2:19][CH:20]=O.C(O[BH-](OC(=O)C)OC(=O)C)(=O)C.[Na+], predict the reaction product. The product is: [Cl:18][CH2:19][CH2:20][N:13]1[CH2:12][CH2:11][C:10]2[CH:16]=[CH:17][C:7]([C:4]3[CH:3]=[C:2]([CH3:1])[O:6][N:5]=3)=[CH:8][C:9]=2[CH2:15][CH2:14]1. (2) Given the reactants [CH2:1]([O:5][CH2:6][CH2:7][O:8][C:9]1[CH:14]=[CH:13][C:12]([C:15]2[CH:20]=[CH:19][C:18]([N:21]3[CH2:25][CH2:24][CH:23]([C:26](O)=[O:27])[CH2:22]3)=[C:17](/[CH:29]=[C:30](\[CH3:51])/[C:31]([NH:33][C:34]3[CH:39]=[CH:38][C:37]([S@:40]([CH2:42][C:43]4[N:47]([CH2:48][CH2:49][CH3:50])[CH:46]=[N:45][CH:44]=4)=[O:41])=[CH:36][CH:35]=3)=[O:32])[CH:16]=2)=[CH:11][CH:10]=1)[CH2:2][CH2:3][CH3:4].[Cl-].[NH4+].O.O[N:56]1C2C=CC=CC=2N=N1.Cl.C(N=C=NCCCN(C)C)C, predict the reaction product. The product is: [CH2:1]([O:5][CH2:6][CH2:7][O:8][C:9]1[CH:14]=[CH:13][C:12]([C:15]2[CH:20]=[CH:19][C:18]([N:21]3[CH2:25][CH2:24][CH:23]([C:26](=[O:27])[NH2:56])[CH2:22]3)=[C:17](/[CH:29]=[C:30](\[CH3:51])/[C:31]([NH:33][C:34]3[CH:39]=[CH:38][C:37]([S@:40]([CH2:42][C:43]4[N:47]([CH2:48][CH2:49][CH3:50])[CH:46]=[N:45][CH:44]=4)=[O:41])=[CH:36][CH:35]=3)=[O:32])[CH:16]=2)=[CH:11][CH:10]=1)[CH2:2][CH2:3][CH3:4]. (3) Given the reactants Br[CH2:2][CH2:3][C:4]1[S:5][CH:6]=[CH:7][C:8]=1[CH2:9]Br.[Cl:11][C:12]1[CH:19]=[CH:18][CH:17]=[CH:16][C:13]=1[CH2:14][NH2:15].C(N(C(C)C)CC)(C)C.CCCCCC, predict the reaction product. The product is: [Cl:11][C:12]1[CH:19]=[CH:18][CH:17]=[CH:16][C:13]=1[CH2:14][N:15]1[CH2:2][CH2:3][C:4]2[S:5][CH:6]=[CH:7][C:8]=2[CH2:9]1. (4) Given the reactants [CH3:1][C:2]1[CH:3]=[CH:4][CH:5]=[C:6]2[C:11]=1[N+:10]([O-])=[CH:9][CH:8]=[CH:7]2.P(Cl)(Cl)([Cl:15])=O, predict the reaction product. The product is: [Cl:15][C:9]1[CH:8]=[CH:7][C:6]2[C:11](=[C:2]([CH3:1])[CH:3]=[CH:4][CH:5]=2)[N:10]=1.